This data is from Peptide-MHC class II binding affinity with 134,281 pairs from IEDB. The task is: Regression. Given a peptide amino acid sequence and an MHC pseudo amino acid sequence, predict their binding affinity value. This is MHC class II binding data. (1) The peptide sequence is MTETLLVQNANPDCKSIL. The MHC is DRB1_0401 with pseudo-sequence DRB1_0401. The binding affinity (normalized) is 0.272. (2) The peptide sequence is LEKLKKKIGDRESNS. The MHC is DRB1_0101 with pseudo-sequence DRB1_0101. The binding affinity (normalized) is 0. (3) The peptide sequence is EYKSDYVYEPFPKEV. The MHC is HLA-DPA10103-DPB10301 with pseudo-sequence HLA-DPA10103-DPB10301. The binding affinity (normalized) is 0.207.